Dataset: Forward reaction prediction with 1.9M reactions from USPTO patents (1976-2016). Task: Predict the product of the given reaction. (1) Given the reactants FC(F)(F)C([N:5]1[CH2:15][CH:14]2[CH2:16][CH:7]([C:8]3[CH:9]=[C:10]([NH2:18])[C:11]([OH:17])=[CH:12][C:13]=32)[CH2:6]1)=O.[C:21]([Cl:25])(=O)[CH2:22][CH3:23], predict the reaction product. The product is: [ClH:25].[CH2:22]([C:23]1[O:17][C:11]2[C:10]([N:18]=1)=[CH:9][C:8]1[CH:7]3[CH2:16][CH:14]([CH2:15][NH:5][CH2:6]3)[C:13]=1[CH:12]=2)[CH3:21]. (2) Given the reactants [F:1][CH:2]([F:11])[C:3]1[CH:8]=[CH:7][CH:6]=[CH:5][C:4]=1[CH2:9][OH:10], predict the reaction product. The product is: [F:1][CH:2]([F:11])[C:3]1[CH:8]=[CH:7][CH:6]=[CH:5][C:4]=1[CH:9]=[O:10]. (3) Given the reactants [CH3:1][C:2]1([C:8]2[CH:13]=[CH:12][CH:11]=[CH:10][CH:9]=2)[C:5](=[O:6])[CH2:4][C:3]1=[O:7].[CH:14](=O)[C:15]1[CH:20]=[CH:19][CH:18]=[CH:17][CH:16]=1.[CH3:22][C:23]1[C:31]2[C:26](=[CH:27][C:28]([CH3:32])=[CH:29][CH:30]=2)[NH:25][CH:24]=1, predict the reaction product. The product is: [CH3:22][C:23]1[C:31]2[C:26](=[CH:27][C:28]([CH3:32])=[CH:29][CH:30]=2)[NH:25][C:24]=1[CH:14]([C:15]1[CH:20]=[CH:19][CH:18]=[CH:17][CH:16]=1)[C:4]1[C:3](=[O:7])[C:2]([CH3:1])([C:8]2[CH:13]=[CH:12][CH:11]=[CH:10][CH:9]=2)[C:5]=1[OH:6]. (4) Given the reactants [C:1]1(=[O:11])[NH:5][C:4](=[O:6])[C:3]2=[CH:7][CH:8]=[CH:9][CH:10]=[C:2]12.[CH2:12](O)[CH2:13][C:14]#[CH:15].C1(P(C2C=CC=CC=2)C2C=CC=CC=2)C=CC=CC=1.CC(OC(/N=N/C(OC(C)C)=O)=O)C, predict the reaction product. The product is: [CH2:15]([N:5]1[C:1](=[O:11])[C:2]2[C:3](=[CH:7][CH:8]=[CH:9][CH:10]=2)[C:4]1=[O:6])[CH2:14][C:13]#[CH:12].